This data is from Catalyst prediction with 721,799 reactions and 888 catalyst types from USPTO. The task is: Predict which catalyst facilitates the given reaction. (1) Reactant: C(=O)([O-])[O-].[K+].[K+].Cl[C:8]1[C:13]([Cl:14])=[CH:12][CH:11]=[CH:10][C:9]=1[S:15][C:16]1[C:21]([N+:22]([O-:24])=[O:23])=[CH:20][CH:19]=[CH:18][C:17]=1[OH:25].Cl. Product: [Cl:14][C:13]1[CH:12]=[CH:11][CH:10]=[C:9]2[C:8]=1[O:25][C:17]1[CH:18]=[CH:19][CH:20]=[C:21]([N+:22]([O-:24])=[O:23])[C:16]=1[S:15]2. The catalyst class is: 60. (2) Reactant: C[O:2][C:3]([C:5]1[CH:10]=[CH:9][N:8]=[C:7]2[CH:11]=[C:12]([CH2:14][O:15][C:16]3[CH:21]=[CH:20][C:19]([Cl:22])=[CH:18][CH:17]=3)[NH:13][C:6]=12)=[O:4]. Product: [Cl:22][C:19]1[CH:18]=[CH:17][C:16]([O:15][CH2:14][C:12]2[NH:13][C:6]3[C:7](=[N:8][CH:9]=[CH:10][C:5]=3[C:3]([OH:4])=[O:2])[CH:11]=2)=[CH:21][CH:20]=1. The catalyst class is: 47. (3) Reactant: [N:1]1[CH:6]=[CH:5][CH:4]=[CH:3][C:2]=1[CH2:7][O:8][C:9]1[CH:18]=[C:17]([C:19]2[CH:20]=[N:21][CH:22]=[N:23][CH:24]=2)[C:16]2[CH2:15][CH2:14][CH2:13][CH2:12][C:11]=2[N:10]=1.[CH2:25]1COCC1.Cl.O. Product: [CH3:25][C:6]1[N:1]=[C:2]([CH2:7][O:8][C:9]2[CH:18]=[C:17]([C:19]3[CH:20]=[N:21][CH:22]=[N:23][CH:24]=3)[C:16]3[CH2:15][CH2:14][CH2:13][CH2:12][C:11]=3[N:10]=2)[CH:3]=[CH:4][CH:5]=1. The catalyst class is: 13.